This data is from Full USPTO retrosynthesis dataset with 1.9M reactions from patents (1976-2016). The task is: Predict the reactants needed to synthesize the given product. (1) Given the product [CH3:1][N:2]([CH2:35][CH2:36][N:37]1[CH2:38][CH2:39][O:40][CH2:41][CH2:42]1)[C:3](=[O:4])[C:5]1[CH:34]=[CH:33][CH:32]=[C:7]([C:8]([NH:10][C:11]2[CH:16]=[CH:15][C:14]([N:17]3[CH2:18][CH2:19][CH2:20][CH2:21][CH2:22]3)=[CH:13][C:12]=2[C:23]2[CH:24]=[C:25]([C:26](=[O:27])[NH:53][C@@H:43]3[C:52]4[C:47](=[CH:48][CH:49]=[CH:50][CH:51]=4)[CH2:46][CH2:45][CH2:44]3)[CH:29]=[CH:30][N:31]=2)=[O:9])[CH:6]=1, predict the reactants needed to synthesize it. The reactants are: [CH3:1][N:2]([CH2:35][CH2:36][N:37]1[CH2:42][CH2:41][O:40][CH2:39][CH2:38]1)[C:3]([C:5]1[CH:6]=[C:7]([CH:32]=[CH:33][CH:34]=1)[C:8]([NH:10][C:11]1[CH:16]=[CH:15][C:14]([N:17]2[CH2:22][CH2:21][CH2:20][CH2:19][CH2:18]2)=[CH:13][C:12]=1[C:23]1[CH:24]=[C:25]([CH:29]=[CH:30][N:31]=1)[C:26](O)=[O:27])=[O:9])=[O:4].[C@@H:43]1([NH2:53])[C:52]2[C:47](=[CH:48][CH:49]=[CH:50][CH:51]=2)[CH2:46][CH2:45][CH2:44]1.C(N(C(C)C)CC)(C)C.CN(C(ON1N=NC2C=CC=NC1=2)=[N+](C)C)C.F[P-](F)(F)(F)(F)F. (2) Given the product [C:10]1([S:16]([O:1][CH2:2][C:3]([CH2:8][O:9][S:16]([C:10]2[CH:15]=[CH:14][CH:13]=[CH:12][CH:11]=2)(=[O:18])=[O:17])([CH2:6][O:7][S:16]([C:10]2[CH:15]=[CH:14][CH:13]=[CH:12][CH:11]=2)(=[O:18])=[O:17])[CH2:4][O:5][S:16]([C:10]2[CH:15]=[CH:14][CH:13]=[CH:12][CH:11]=2)(=[O:18])=[O:17])(=[O:18])=[O:17])[CH:15]=[CH:14][CH:13]=[CH:12][CH:11]=1, predict the reactants needed to synthesize it. The reactants are: [OH:1][CH2:2][C:3]([CH2:8][OH:9])([CH2:6][OH:7])[CH2:4][OH:5].[C:10]1([S:16](Cl)(=[O:18])=[O:17])[CH:15]=[CH:14][CH:13]=[CH:12][CH:11]=1.Cl. (3) Given the product [OH:1][CH2:2][C:3]([C@:5]1([CH3:26])[C@:21]2([CH3:22])[CH:8]([CH:9]3[C:18](=[CH:19][CH2:20]2)[C@:17]2([CH3:23])[C:12](=[CH:13][C:14](=[O:24])[CH2:15][CH2:16]2)[CH2:11][CH2:10]3)[CH2:7][C@H:6]1[CH3:25])=[O:4], predict the reactants needed to synthesize it. The reactants are: [OH:1][CH2:2][C:3]([C:5]1([CH3:26])[C:21]2([CH3:22])[CH:8]([CH:9]3[C:18](=[CH:19][CH2:20]2)[C:17]2([CH3:23])[C:12](=[CH:13][C:14](=[O:24])[CH2:15][CH2:16]2)[CH2:11][CH2:10]3)[CH2:7][CH:6]1[CH3:25])=[O:4].C(OCC(=O)[C@]1(C)[C@]2(C)C(C3C(=CC2)[C@]2(C)C(=CC(=O)CC2)CC3)C[C@H]1C)(=O)C.C[O-].[Na+]. (4) Given the product [Cl:12][C:4]1[N:3]=[C:2]([N:13]2[CH2:18][CH2:17][O:16][CH2:15][CH2:14]2)[CH:7]=[C:6]([C:8]([F:11])([F:10])[F:9])[CH:5]=1, predict the reactants needed to synthesize it. The reactants are: Cl[C:2]1[CH:7]=[C:6]([C:8]([F:11])([F:10])[F:9])[CH:5]=[C:4]([Cl:12])[N:3]=1.[NH:13]1[CH2:18][CH2:17][O:16][CH2:15][CH2:14]1. (5) Given the product [CH2:34]([O:36][C:37]([CH:39]1[CH2:44][CH2:43][CH2:42][N:41]([C:27]([CH:24]2[CH2:25][CH2:26][N:21]([C:18]3[CH:17]=[CH:16][C:15]([NH:14][C:12]([C:10]4[N:11]=[C:7]([C:1]5[CH:6]=[CH:5][CH:4]=[CH:3][CH:2]=5)[O:8][C:9]=4[C:30]([F:32])([F:31])[F:33])=[O:13])=[CH:20][CH:19]=3)[CH2:22][CH2:23]2)=[O:28])[CH2:40]1)=[O:38])[CH3:35], predict the reactants needed to synthesize it. The reactants are: [C:1]1([C:7]2[O:8][C:9]([C:30]([F:33])([F:32])[F:31])=[C:10]([C:12]([NH:14][C:15]3[CH:20]=[CH:19][C:18]([N:21]4[CH2:26][CH2:25][CH:24]([C:27](O)=[O:28])[CH2:23][CH2:22]4)=[CH:17][CH:16]=3)=[O:13])[N:11]=2)[CH:6]=[CH:5][CH:4]=[CH:3][CH:2]=1.[CH2:34]([O:36][C:37]([CH:39]1[CH2:44][CH2:43][CH2:42][NH:41][CH2:40]1)=[O:38])[CH3:35]. (6) The reactants are: [CH2:1]([O:8][C:9]([NH:11][C@@H:12]1[CH2:17][CH2:16][O:15][CH2:14][C@H:13]1[C:18](OCC)=[O:19])=[O:10])[C:2]1[CH:7]=[CH:6][CH:5]=[CH:4][CH:3]=1.[H-].[H-].[H-].[H-].[Li+].[Al+3]. Given the product [OH:19][CH2:18][C@H:13]1[C@H:12]([NH:11][C:9](=[O:10])[O:8][CH2:1][C:2]2[CH:3]=[CH:4][CH:5]=[CH:6][CH:7]=2)[CH2:17][CH2:16][O:15][CH2:14]1, predict the reactants needed to synthesize it.